This data is from Catalyst prediction with 721,799 reactions and 888 catalyst types from USPTO. The task is: Predict which catalyst facilitates the given reaction. (1) Reactant: [CH3:1][O:2][C:3]([NH:5][C@@H:6]([CH:19]([CH3:21])[CH3:20])[C:7]([N:9]1[CH2:13][C:12](=[O:14])[CH2:11][C@H:10]1[C:15]([O:17][CH3:18])=[O:16])=[O:8])=[O:4].[CH2:22](O)[CH2:23][OH:24].C1(C)C=CC=CC=1.O.C1(C)C=CC(S(O)(=O)=O)=CC=1. Product: [CH3:1][O:2][C:3]([NH:5][C@@H:6]([CH:19]([CH3:21])[CH3:20])[C:7]([N:9]1[C@H:10]([C:15]([O:17][CH3:18])=[O:16])[CH2:11][C:12]2([O:24][CH2:23][CH2:22][O:14]2)[CH2:13]1)=[O:8])=[O:4]. The catalyst class is: 25. (2) Reactant: C1(C)C=CC=CC=1.[Cl-:8].[Cl-].[CH2:10]([C:14]1([Zr+2:19]C2(CCCC)C=CC=C2)[CH:18]=[CH:17][CH:16]=[CH:15]1)[CH2:11][CH2:12][CH3:13].C=C. Product: [CH3:13][CH2:12][CH2:11][CH2:10][C:14]1[CH:15]=[CH:16][CH2:17][C-:18]=1.[CH3:13][CH2:12][CH2:11][CH2:10][C:14]1[CH:15]=[CH:16][CH2:17][C-:18]=1.[Cl-:8].[Cl-:8].[Zr+4:19]. The catalyst class is: 5.